This data is from Full USPTO retrosynthesis dataset with 1.9M reactions from patents (1976-2016). The task is: Predict the reactants needed to synthesize the given product. (1) Given the product [Cl:14][C:15]1[CH:16]=[CH:17][C:18]([C:21]2[CH:26]=[CH:25][C:24]([C:27]([F:28])([F:29])[F:30])=[C:23]([CH:31]=[C:5]3[C:4]([CH3:9])([CH3:8])[O:3][C:2]([CH3:10])([CH3:1])[C:6]3=[O:7])[CH:22]=2)=[CH:19][CH:20]=1, predict the reactants needed to synthesize it. The reactants are: [CH3:1][C:2]1([CH3:10])[C:6](=[O:7])[CH2:5][C:4]([CH3:9])([CH3:8])[O:3]1.C[O-].[Na+].[Cl:14][C:15]1[CH:20]=[CH:19][C:18]([C:21]2[CH:26]=[CH:25][C:24]([C:27]([F:30])([F:29])[F:28])=[C:23]([CH:31]=O)[CH:22]=2)=[CH:17][CH:16]=1. (2) Given the product [Br:1][C:2]1[CH:3]=[C:4]2[C:9](=[CH:10][CH:11]=1)[N:8]=[C:7]([Cl:12])[C:6]([CH2:13][Cl:18])=[C:5]2[Cl:15], predict the reactants needed to synthesize it. The reactants are: [Br:1][C:2]1[CH:3]=[C:4]2[C:9](=[CH:10][CH:11]=1)[N:8]=[C:7]([Cl:12])[C:6]([CH2:13]O)=[C:5]2[Cl:15].S(Cl)([Cl:18])=O. (3) Given the product [Cl:17][C:14]1[C:13]([NH:18][S:19]([N:22]([CH3:24])[CH3:23])(=[O:21])=[O:20])=[CH:12][C:11]([C:8]2[N:6]3[CH:7]=[C:2]([C:33]4[CH:38]=[CH:37][N:36]=[C:35]([C:39]([F:42])([F:41])[F:40])[CH:34]=4)[CH:3]=[CH:4][C:5]3=[N:10][CH:9]=2)=[CH:16][N:15]=1, predict the reactants needed to synthesize it. The reactants are: Br[C:2]1[CH:3]=[CH:4][C:5]2[N:6]([C:8]([C:11]3[CH:12]=[C:13]([NH:18][S:19]([N:22]([CH3:24])[CH3:23])(=[O:21])=[O:20])[C:14]([Cl:17])=[N:15][CH:16]=3)=[CH:9][N:10]=2)[CH:7]=1.CC1(C)C(C)(C)OB([C:33]2[CH:38]=[CH:37][N:36]=[C:35]([C:39]([F:42])([F:41])[F:40])[CH:34]=2)O1.C(=O)([O-])[O-].[Na+].[Na+].